This data is from Full USPTO retrosynthesis dataset with 1.9M reactions from patents (1976-2016). The task is: Predict the reactants needed to synthesize the given product. (1) Given the product [F:1][C:2]1[CH:3]=[CH:4][C:5]([OH:32])=[C:6]([C:8]2([CH2:11][C:12]([C:28]([F:29])([F:30])[F:31])([OH:27])[CH2:13][NH:14][C:15]3[CH:24]=[CH:23][CH:22]=[C:21]4[C:16]=3[CH:17]=[CH:18][C:19]([CH2:25][OH:26])=[N:20]4)[CH2:10][CH2:9]2)[CH:7]=1, predict the reactants needed to synthesize it. The reactants are: [F:1][C:2]1[CH:3]=[CH:4][C:5]([O:32]C)=[C:6]([C:8]2([CH2:11][C:12]([C:28]([F:31])([F:30])[F:29])([OH:27])[CH2:13][NH:14][C:15]3[CH:24]=[CH:23][CH:22]=[C:21]4[C:16]=3[CH:17]=[CH:18][C:19]([CH2:25][OH:26])=[N:20]4)[CH2:10][CH2:9]2)[CH:7]=1.B(Br)(Br)Br. (2) Given the product [Br:34][C:35]1[CH:36]=[C:37]([C:41]([N:43]=[C:44]=[S:45])=[O:42])[CH:38]=[CH:39][CH:40]=1.[Br:34][C:35]1[CH:36]=[C:37]([CH:38]=[CH:39][CH:40]=1)[C:41]([NH:43][C:44]([NH:30][C:29]1[CH:31]=[CH:32][C:26]([O:25][C:16]2[C:15]3[C:20](=[CH:21][C:22]([O:23][CH3:24])=[C:13]([O:12][CH3:11])[CH:14]=3)[N:19]=[CH:18][CH:17]=2)=[CH:27][C:28]=1[F:33])=[S:45])=[O:42], predict the reactants needed to synthesize it. The reactants are: BrC1C=C(C(Cl)=O)C=CC=1.[CH3:11][O:12][C:13]1[CH:14]=[C:15]2[C:20](=[CH:21][C:22]=1[O:23][CH3:24])[N:19]=[CH:18][CH:17]=[C:16]2[O:25][C:26]1[CH:32]=[CH:31][C:29]([NH2:30])=[C:28]([F:33])[CH:27]=1.[Br:34][C:35]1[CH:36]=[C:37]([C:41]([N:43]=[C:44]=[S:45])=[O:42])[CH:38]=[CH:39][CH:40]=1. (3) Given the product [Cl:10][C:4]1[CH:3]=[C:2]([NH:1][CH:25]2[CH2:24][C:23](=[O:26])[CH2:22][CH2:21][C:20]2([CH3:27])[CH3:19])[CH:9]=[CH:8][C:5]=1[C:6]#[N:7], predict the reactants needed to synthesize it. The reactants are: [NH2:1][C:2]1[CH:9]=[CH:8][C:5]([C:6]#[N:7])=[C:4]([Cl:10])[CH:3]=1.OC1C(=O)C(=O)C=1O.[CH3:19][C:20]1([CH3:27])[CH2:25][CH2:24][C:23](=[O:26])[CH:22]=[CH:21]1. (4) Given the product [CH2:12]([N:11]([CH:9]([CH3:10])[C@H:8]([NH:19][C:20]([O:21][C:22]([CH3:25])([CH3:24])[CH3:23])=[O:26])[CH2:1][C:2]1[CH:3]=[CH:4][CH:5]=[CH:6][CH:7]=1)[CH2:34][C:35]([O:37][CH2:38][CH3:39])=[O:36])[C:13]1[CH:18]=[CH:17][CH:16]=[CH:15][CH:14]=1, predict the reactants needed to synthesize it. The reactants are: [CH2:1]([C@@H:8]([NH:19][C:20](=[O:26])[O:21][C:22]([CH3:25])([CH3:24])[CH3:23])[CH:9]([NH:11][CH2:12][C:13]1[CH:18]=[CH:17][CH:16]=[CH:15][CH:14]=1)[CH3:10])[C:2]1[CH:7]=[CH:6][CH:5]=[CH:4][CH:3]=1.C(=O)([O-])[O-].[K+].[K+].Br[CH2:34][C:35]([O:37][CH2:38][CH3:39])=[O:36].